Dataset: Forward reaction prediction with 1.9M reactions from USPTO patents (1976-2016). Task: Predict the product of the given reaction. (1) Given the reactants C(N(CC)CC)C.[NH:8]1[CH2:13][CH2:12][CH:11]([NH:14][C:15]2[CH:16]=[C:17]3[C:21](=[CH:22][CH:23]=2)[NH:20][N:19]=[CH:18]3)[CH2:10][CH2:9]1.[C:24](Cl)(=[O:26])[CH3:25].[OH-].[Na+], predict the reaction product. The product is: [C:24]([N:8]1[CH2:9][CH2:10][CH:11]([NH:14][C:15]2[CH:16]=[C:17]3[C:21](=[CH:22][CH:23]=2)[NH:20][N:19]=[CH:18]3)[CH2:12][CH2:13]1)(=[O:26])[CH3:25]. (2) Given the reactants Br[C:2]1[CH:7]=[CH:6][C:5](OCC)=[CH:4][CH:3]=1.[Mg].II.[CH2:14]([O:21]C1C=CC=CC=1C=O)[C:15]1[CH:20]=[CH:19][CH:18]=[CH:17][CH:16]=1.[Cl-].[NH4+], predict the reaction product. The product is: [C:15]1([CH:14]([C:2]2[CH:3]=[CH:4][CH:5]=[CH:6][CH:7]=2)[OH:21])[CH:20]=[CH:19][CH:18]=[CH:17][CH:16]=1. (3) Given the reactants [OH:1][C@@H:2]([CH3:6])[C:3](O)=[O:4].[F:7][C:8]1([F:46])[CH:13]([O:14][C:15]2[CH:22]=[CH:21][C:20]([C:23]3[N:28]=[C:27]([NH:29][C:30]4[CH:35]=[CH:34][C:33]([N:36]5[CH2:41][CH2:40][N:39]([CH:42]6[CH2:45][O:44][CH2:43]6)[CH2:38][CH2:37]5)=[CH:32][CH:31]=4)[N:26]=[CH:25][N:24]=3)=[CH:19][C:16]=2[C:17]#[N:18])[CH2:12][CH2:11][NH:10][CH2:9]1, predict the reaction product. The product is: [F:46][C:8]1([F:7])[CH:13]([O:14][C:15]2[CH:22]=[CH:21][C:20]([C:23]3[N:28]=[C:27]([NH:29][C:30]4[CH:35]=[CH:34][C:33]([N:36]5[CH2:41][CH2:40][N:39]([CH:42]6[CH2:43][O:44][CH2:45]6)[CH2:38][CH2:37]5)=[CH:32][CH:31]=4)[N:26]=[CH:25][N:24]=3)=[CH:19][C:16]=2[C:17]#[N:18])[CH2:12][CH2:11][N:10]([C:3](=[O:4])[C@@H:2]([OH:1])[CH3:6])[CH2:9]1. (4) The product is: [Br:1][C:2]1[S:6][C:5]([C:7]2[C:12]([CH3:13])=[CH:11][N:10]=[C:9]([NH:18][CH2:19][CH2:20][N:21]3[CH2:25][CH2:24][NH:23][C:22]3=[O:26])[N:8]=2)=[CH:4][CH:3]=1. Given the reactants [Br:1][C:2]1[S:6][C:5]([C:7]2[C:12]([CH3:13])=[CH:11][N:10]=[C:9](S(C)(=O)=O)[N:8]=2)=[CH:4][CH:3]=1.[NH2:18][CH2:19][CH2:20][N:21]1[CH2:25][CH2:24][NH:23][C:22]1=[O:26], predict the reaction product. (5) Given the reactants [NH2:1][C:2]1[C:7](Br)=[N:6][C:5]([Br:9])=[CH:4][N:3]=1.[CH3:10][N:11]([CH3:18])[CH:12]1[CH2:17][CH2:16][NH:15][CH2:14][CH2:13]1, predict the reaction product. The product is: [Br:9][C:5]1[N:6]=[C:7]([N:15]2[CH2:16][CH2:17][CH:12]([N:11]([CH3:18])[CH3:10])[CH2:13][CH2:14]2)[C:2]([NH2:1])=[N:3][CH:4]=1.